This data is from Catalyst prediction with 721,799 reactions and 888 catalyst types from USPTO. The task is: Predict which catalyst facilitates the given reaction. (1) Reactant: [C:1]([NH:5][C:6]([C:8]1[C:12]2=[N:13][C:14]([C:17]3[C:25]4[C:20](=[CH:21][C:22]([F:26])=[CH:23][CH:24]=4)[NH:19][N:18]=3)=[CH:15][N:16]=[C:11]2[N:10]([C:27]([C:40]2[CH:45]=[CH:44][CH:43]=[CH:42][CH:41]=2)([C:34]2[CH:39]=[CH:38][CH:37]=[CH:36][CH:35]=2)[C:28]2[CH:33]=[CH:32][CH:31]=[CH:30][CH:29]=2)[CH:9]=1)=[O:7])([CH3:4])([CH3:3])[CH3:2].Cl[CH2:47][CH2:48][CH2:49][S:50]([CH3:53])(=[O:52])=[O:51].C([O-])([O-])=O.[K+].[K+].O. Product: [C:1]([NH:5][C:6]([C:8]1[C:12]2=[N:13][C:14]([C:17]3[C:25]4[C:20](=[CH:21][C:22]([F:26])=[CH:23][CH:24]=4)[N:19]([CH2:47][CH2:48][CH2:49][S:50]([CH3:53])(=[O:52])=[O:51])[N:18]=3)=[CH:15][N:16]=[C:11]2[N:10]([C:27]([C:40]2[CH:45]=[CH:44][CH:43]=[CH:42][CH:41]=2)([C:34]2[CH:35]=[CH:36][CH:37]=[CH:38][CH:39]=2)[C:28]2[CH:33]=[CH:32][CH:31]=[CH:30][CH:29]=2)[CH:9]=1)=[O:7])([CH3:4])([CH3:2])[CH3:3]. The catalyst class is: 3. (2) Reactant: [O:1]1[C:5]2([CH2:10][CH2:9][C:8](=O)[CH2:7][CH2:6]2)[O:4][CH2:3][CH2:2]1.[CH2:12]([NH2:14])[CH3:13].C(O[BH-](OC(=O)C)OC(=O)C)(=O)C.[Na+]. The catalyst class is: 10. Product: [CH2:12]([NH:14][CH:8]1[CH2:9][CH2:10][C:5]2([O:4][CH2:3][CH2:2][O:1]2)[CH2:6][CH2:7]1)[CH3:13]. (3) Reactant: [H-].[Na+].[CH3:3][OH:4].[CH3:5][O:6][CH2:7][O:8][C:9]1[CH:16]=[CH:15][C:12]([CH:13]=O)=[CH:11][CH:10]=1.[C:17]([O:21]C)(=[O:20])[CH:18]=[CH2:19]. Product: [CH3:5][O:6][CH2:7][O:8][C:9]1[CH:16]=[CH:15][C:12](/[CH:13]=[C:18](\[CH2:19][O:4][CH3:3])/[C:17]([OH:21])=[O:20])=[CH:11][CH:10]=1. The catalyst class is: 20. (4) Reactant: [C:1]([O:5][C:6]([N:8]1[CH2:13][CH2:12][NH:11][C@@H:10]([C:14]([OH:16])=[O:15])[CH2:9]1)=[O:7])([CH3:4])([CH3:3])[CH3:2].[Cl:17][C:18]1[CH:23]=[CH:22][C:21](B(O)O)=[CH:20][CH:19]=1.N1C=CC=C[CH:28]=1. Product: [CH3:28][O:15][C:14]([C@@H:10]1[N:11]([C:21]2[CH:22]=[CH:23][C:18]([Cl:17])=[CH:19][CH:20]=2)[CH2:12][CH2:13][N:8]([C:6]([O:5][C:1]([CH3:4])([CH3:2])[CH3:3])=[O:7])[CH2:9]1)=[O:16]. The catalyst class is: 2. (5) Reactant: [C:1]([N:4]1[CH2:13][CH2:12][C:7]([C:14]#[N:15])([C:8]([O:10][CH3:11])=[O:9])[CH2:6][CH2:5]1)(=[O:3])[CH3:2].N. Product: [C:1]([N:4]1[CH2:13][CH2:12][C:7]([CH2:14][NH2:15])([C:8]([O:10][CH3:11])=[O:9])[CH2:6][CH2:5]1)(=[O:3])[CH3:2]. The catalyst class is: 227. (6) The catalyst class is: 206. Product: [C:1]([O:5][C:6]([N:8]1[CH2:14][CH2:13][C:12]2[CH:15]=[C:16]([NH:19][S:20]([C:23]3[S:24][C:25]([C:33]4[CH:34]=[CH:35][C:30]([Cl:29])=[CH:31][CH:32]=4)=[CH:26][CH:27]=3)(=[O:22])=[O:21])[C:17]([O:40][CH3:39])=[CH:18][C:11]=2[CH2:10][CH2:9]1)=[O:7])([CH3:4])([CH3:3])[CH3:2]. Reactant: [C:1]([O:5][C:6]([N:8]1[CH2:14][CH2:13][C:12]2[CH:15]=[C:16]([NH:19][S:20]([C:23]3[S:24][C:25](Br)=[CH:26][CH:27]=3)(=[O:22])=[O:21])[CH:17]=[CH:18][C:11]=2[CH2:10][CH2:9]1)=[O:7])([CH3:4])([CH3:3])[CH3:2].[Cl:29][C:30]1[CH:35]=[CH:34][C:33](B(O)O)=[CH:32][CH:31]=1.[C:39]([O-])([O-])=[O:40].[K+].[K+].C(O)C. (7) The catalyst class is: 163. Product: [Si:18]([O:1][C:2]1[CH:3]=[CH:4][C:5]2[O:9][C:8]([C:10](=[O:12])[CH3:11])=[CH:7][C:6]=2[CH:13]=1)([C:14]([CH3:17])([CH3:16])[CH3:15])([CH3:21])[CH3:20]. Reactant: [OH:1][C:2]1[CH:3]=[CH:4][C:5]2[O:9][C:8]([C:10](=[O:12])[CH3:11])=[CH:7][C:6]=2[CH:13]=1.[C:14]([Si:18]([CH3:21])([CH3:20])Cl)([CH3:17])([CH3:16])[CH3:15].N1C=CN=C1.